This data is from Full USPTO retrosynthesis dataset with 1.9M reactions from patents (1976-2016). The task is: Predict the reactants needed to synthesize the given product. (1) Given the product [CH3:34][C:20]1[CH:21]([CH3:36])[C:22]2[C:27]([CH:19]=1)=[CH:26][C:25]([CH2:28][C:29]([CH3:32])([CH3:31])[CH3:30])=[CH:24][C:23]=2[C:7]1[CH:6]=[C:5]([C:1]([CH3:4])([CH3:3])[CH3:2])[CH:10]=[C:9]([C:11]([CH3:14])([CH3:13])[CH3:12])[CH:8]=1, predict the reactants needed to synthesize it. The reactants are: [C:1]([C:5]1[CH:6]=[C:7]([Mg]Br)[CH:8]=[C:9]([C:11]([CH3:14])([CH3:13])[CH3:12])[CH:10]=1)([CH3:4])([CH3:3])[CH3:2].CO[CH:19]1[C:27]2[C:22](=[C:23](Br)[CH:24]=[C:25]([CH2:28][C:29]([CH3:32])([CH3:31])[CH3:30])[CH:26]=2)[CH2:21][CH:20]1[CH3:34].O.[CH3:36]C1C=CC(S(O)(=O)=O)=CC=1. (2) Given the product [C:1]([C:3]1[CH:4]=[CH:5][C:6]([NH:9][C:10]([N:12]2[CH:17]([CH2:18][OH:19])[CH2:16][N:15]3[N:20]=[C:21]([I:26])[C:22]([C:23]([NH2:28])=[O:24])=[C:14]3[CH2:13]2)=[O:11])=[CH:7][CH:8]=1)#[N:2], predict the reactants needed to synthesize it. The reactants are: [C:1]([C:3]1[CH:8]=[CH:7][C:6]([NH:9][C:10]([N:12]2[CH:17]([CH2:18][OH:19])[CH2:16][N:15]3[N:20]=[C:21]([I:26])[C:22]([C:23](O)=[O:24])=[C:14]3[CH2:13]2)=[O:11])=[CH:5][CH:4]=1)#[N:2].C[N:28](C(ON1N=NC2C=CC=NC1=2)=[N+](C)C)C.F[P-](F)(F)(F)(F)F.C(N(C(C)C)CC)(C)C.[Cl-].[NH4+].